Dataset: Reaction yield outcomes from USPTO patents with 853,638 reactions. Task: Predict the reaction yield, written as a fraction of the theoretical maximum amount of product (1.0 means a 100% yield; for example, 0.34 means a 34% yield). (1) The reactants are [OH-].[Na+].C1COCC1.[F:8][C:9]([F:38])([F:37])[C:10]1[CH:11]=[C:12]([NH:16][C:17]2[N:36]=[C:20]3[C:21]([C:25]4[CH:26]=[C:27]([CH:33]=[CH:34][CH:35]=4)[C:28]([O:30]CC)=[O:29])=[CH:22][CH:23]=[CH:24][N:19]3[N:18]=2)[CH:13]=[CH:14][CH:15]=1.Cl. The product is [F:37][C:9]([F:8])([F:38])[C:10]1[CH:11]=[C:12]([NH:16][C:17]2[N:36]=[C:20]3[C:21]([C:25]4[CH:26]=[C:27]([CH:33]=[CH:34][CH:35]=4)[C:28]([OH:30])=[O:29])=[CH:22][CH:23]=[CH:24][N:19]3[N:18]=2)[CH:13]=[CH:14][CH:15]=1. The yield is 0.790. The catalyst is C(OCC)C.O.CO. (2) The reactants are [C:1]([O:5][C:6]([N:8]1[CH2:12][C:11](=[CH2:13])[CH2:10][C@H:9]1[C:14]([OH:16])=O)=[O:7])([CH3:4])([CH3:3])[CH3:2].C[N:18]1CCOCC1.ClC(OCC(C)C)=O. The catalyst is O1CCCC1. The product is [C:14]([C@@H:9]1[CH2:10][C:11](=[CH2:13])[CH2:12][N:8]1[C:6]([O:5][C:1]([CH3:4])([CH3:3])[CH3:2])=[O:7])(=[O:16])[NH2:18]. The yield is 0.810. (3) The reactants are C(OC1C=CN(CC(C2C=CC(C[Br:25])=CC=2C)=O)C(=O)C=1)C1C=CC=CC=1.[Br:28][C:29]1[CH:30]=[CH:31][C:32]([CH2:35][O:36][C:37]2[CH:42]=[N:41][N:40]([CH2:43][C:44]([C:46]3[CH:51]=[CH:50][C:49]([CH2:52]O)=[CH:48][C:47]=3[CH3:54])=[O:45])[C:39](=[O:55])[CH:38]=2)=[N:33][CH:34]=1.C(OC1C=CN(CC(C2C=CC(CO)=CC=2C)=O)C(=O)C=1)C1C=CC=CC=1. No catalyst specified. The product is [Br:25][CH2:52][C:49]1[CH:50]=[CH:51][C:46]([C:44](=[O:45])[CH2:43][N:40]2[C:39](=[O:55])[CH:38]=[C:37]([O:36][CH2:35][C:32]3[CH:31]=[CH:30][C:29]([Br:28])=[CH:34][N:33]=3)[CH:42]=[N:41]2)=[C:47]([CH3:54])[CH:48]=1. The yield is 0.590. (4) The reactants are [CH3:1][O:2][CH2:3][C:4]12[O:11][C:8]([CH2:12][O:13][CH3:14])([CH:9]=[CH:10]1)[CH2:7][C:6](=[O:15])[CH2:5]2.[F:16][C:17]([F:36])([F:35])[S:18](N(C1C=CC=CN=1)[S:18]([C:17]([F:36])([F:35])[F:16])(=[O:20])=[O:19])(=[O:20])=[O:19]. No catalyst specified. The product is [CH3:14][O:13][CH2:12][C:8]12[O:11][C:4]([CH2:3][O:2][CH3:1])([CH:10]=[CH:9]1)[CH2:5][C:6]([O:15][S:18]([C:17]([F:36])([F:35])[F:16])(=[O:20])=[O:19])=[CH:7]2. The yield is 0.950. (5) The reactants are Cl[C:2]1[C:3]([C:16]2[CH:21]=[CH:20][C:19]([F:22])=[CH:18][CH:17]=2)=[N:4][C:5]2[C:10]([N:11]=1)=[CH:9][C:8]([C:12]([O:14][CH3:15])=[O:13])=[CH:7][CH:6]=2.[F:23][C:24]([F:28])([F:27])[CH2:25][NH2:26].CCN(C(C)C)C(C)C. The catalyst is CS(C)=O.O. The product is [F:22][C:19]1[CH:20]=[CH:21][C:16]([C:3]2[C:2]([NH:26][CH2:25][C:24]([F:28])([F:27])[F:23])=[N:11][C:10]3[C:5](=[CH:6][CH:7]=[C:8]([C:12]([O:14][CH3:15])=[O:13])[CH:9]=3)[N:4]=2)=[CH:17][CH:18]=1. The yield is 0.670. (6) The reactants are [CH:1]1([SH:6])[CH2:5][CH2:4][CH2:3][CH2:2]1.Cl[C:8]1[N:22]=[C:21]([Cl:23])[CH:20]=[CH:19][C:9]=1[C:10]([NH:12][CH:13]1[CH2:18][CH2:17][CH2:16][CH2:15][CH2:14]1)=[O:11].C(=O)([O-])[O-].[Na+].[Na+]. The yield is 0.556. The catalyst is CN(C=O)C. The product is [Cl:23][C:21]1[CH:20]=[CH:19][C:9]([C:10]([NH:12][CH:13]2[CH2:18][CH2:17][CH2:16][CH2:15][CH2:14]2)=[O:11])=[C:8]([S:6][CH:1]2[CH2:5][CH2:4][CH2:3][CH2:2]2)[N:22]=1. (7) The reactants are Br[C:2]1[C:3]2[C:4]3[CH:18]=[CH:17][S:16][C:5]=3[C:6](=[O:15])[NH:7][C:8]=2[C:9]([CH3:14])=[CH:10][C:11]=1[O:12][CH3:13].[C:19]([O:23][C:24](=[O:44])[NH:25][CH2:26][C@H:27]([C:29]1[CH:34]=[CH:33][C:32](B2OC(C)(C)C(C)(C)O2)=[CH:31][CH:30]=1)[CH3:28])([CH3:22])([CH3:21])[CH3:20]. No catalyst specified. The product is [CH3:13][O:12][C:11]1[CH:10]=[C:9]([CH3:14])[C:8]2[NH:7][C:6](=[O:15])[C:5]3[S:16][CH:17]=[CH:18][C:4]=3[C:3]=2[C:2]=1[C:32]1[CH:31]=[CH:30][C:29]([C@H:27]([CH3:28])[CH2:26][NH:25][C:24](=[O:44])[O:23][C:19]([CH3:21])([CH3:20])[CH3:22])=[CH:34][CH:33]=1. The yield is 0.620.